This data is from Retrosynthesis with 50K atom-mapped reactions and 10 reaction types from USPTO. The task is: Predict the reactants needed to synthesize the given product. (1) Given the product CN(C)Cc1nnc2ccc3nc(Cl)c(-c4ccccc4)nc3n12, predict the reactants needed to synthesize it. The reactants are: CNC.ClCc1nnc2ccc3nc(Cl)c(-c4ccccc4)nc3n12. (2) Given the product O=Cc1ccc(-c2ccc(C(=O)NCCCO)cc2)s1, predict the reactants needed to synthesize it. The reactants are: NCCCO.O=Cc1ccc(-c2ccc(C(=O)O)cc2)s1. (3) Given the product COc1cc(Cc2cnc(N)nc2N)cc(C#Cc2c(F)cc3c(=O)c(C(=O)O)cn(C4CC4)c3c2F)c1OC, predict the reactants needed to synthesize it. The reactants are: CCOC(=O)c1cn(C2CC2)c2c(F)c(C#Cc3cc(Cc4cnc(N)nc4N)cc(OC)c3OC)c(F)cc2c1=O. (4) Given the product COC(=O)CCc1cccc(CN(Cc2ccc(-n3cccn3)cc2)S(=O)(=O)c2ccccc2)c1, predict the reactants needed to synthesize it. The reactants are: COC(=O)CCc1cccc(CNCc2ccc(-n3cccn3)cc2)c1.O=S(=O)(Cl)c1ccccc1.